From a dataset of Reaction yield outcomes from USPTO patents with 853,638 reactions. Predict the reaction yield, written as a fraction of the theoretical maximum amount of product (1.0 means a 100% yield; for example, 0.34 means a 34% yield). The reactants are [H-].[Na+].Cl[C:4]1[C:9]([CH2:10][N:11]([CH3:21])[CH2:12][CH:13]([C:15]2[CH:20]=[CH:19][CH:18]=[CH:17][CH:16]=2)[OH:14])=[CH:8][CH:7]=[C:6]([Cl:22])[N:5]=1. The catalyst is CCCCCC.C1COCC1.C(OCC)(=O)C. The product is [Cl:22][C:6]1[CH:7]=[CH:8][C:9]2[CH2:10][N:11]([CH3:21])[CH2:12][CH:13]([C:15]3[CH:20]=[CH:19][CH:18]=[CH:17][CH:16]=3)[O:14][C:4]=2[N:5]=1. The yield is 0.970.